Dataset: Full USPTO retrosynthesis dataset with 1.9M reactions from patents (1976-2016). Task: Predict the reactants needed to synthesize the given product. (1) Given the product [CH2:33]([O:32][C:30](=[O:31])[NH:8][C:6]1[CH:7]=[C:2]([F:1])[C:3]([N:12]2[CH2:17][CH2:16][Si:15]([CH3:24])([C:18]3[CH:23]=[CH:22][CH:21]=[CH:20][CH:19]=3)[CH2:14][CH2:13]2)=[C:4]([F:11])[CH:5]=1)[C:34]1[CH:39]=[CH:38][CH:37]=[CH:36][CH:35]=1, predict the reactants needed to synthesize it. The reactants are: [F:1][C:2]1[CH:7]=[C:6]([N+:8]([O-])=O)[CH:5]=[C:4]([F:11])[C:3]=1[N:12]1[CH2:17][CH2:16][Si:15]([CH3:24])([C:18]2[CH:23]=[CH:22][CH:21]=[CH:20][CH:19]=2)[CH2:14][CH2:13]1.C([O-])(O)=O.[Na+].[C:30](Cl)([O:32][CH2:33][C:34]1[CH:39]=[CH:38][CH:37]=[CH:36][CH:35]=1)=[O:31]. (2) The reactants are: [F:1][CH:2]([F:13])[C:3]1[CH:12]=[C:11]2[C:6]([CH2:7][CH2:8][CH2:9][NH:10]2)=[CH:5][CH:4]=1.[Br:14]N1C(=O)CCC1=O.O. Given the product [Br:14][C:4]1[CH:5]=[C:6]2[C:11](=[CH:12][C:3]=1[CH:2]([F:1])[F:13])[NH:10][CH2:9][CH2:8][CH2:7]2, predict the reactants needed to synthesize it. (3) Given the product [Cl:1][CH2:2][CH2:3][CH2:4][CH2:5][C:6]1[C:15]2[C:14](=[CH:13][CH:12]=[C:11]([F:10])[CH:16]=2)[NH:17][CH:7]=1, predict the reactants needed to synthesize it. The reactants are: [Cl:1][CH2:2][CH2:3][CH2:4][CH2:5][CH2:6][CH2:7]O.Cl.[F:10][C:11]1[CH:16]=[CH:15][C:14]([NH:17]N)=[CH:13][CH:12]=1. (4) Given the product [F:10][C:11]([F:22])([F:21])[C:12]1[CH:17]=[CH:16][C:15]([C:2]2[CH:9]=[CH:8][C:5]([C:6]#[N:7])=[CH:4][CH:3]=2)=[CH:14][CH:13]=1, predict the reactants needed to synthesize it. The reactants are: Cl[C:2]1[CH:9]=[CH:8][C:5]([C:6]#[N:7])=[CH:4][CH:3]=1.[F:10][C:11]([F:22])([F:21])[C:12]1[CH:17]=[CH:16][C:15](B(O)O)=[CH:14][CH:13]=1.[F-].[K+]. (5) Given the product [Cl:17][C:18]1[CH:19]=[C:20]([C:28]2[CH:29]=[CH:30][C:31]3[O:42][C:41]4([CH2:43][CH2:44][CH:45]([O:48][CH3:49])[CH2:46][CH2:47]4)[C:34]4([N:38]=[C:37]([NH2:39])[C:36]([CH3:40])=[N:35]4)[C:32]=3[CH:33]=2)[CH:21]=[N:22][CH:23]=1, predict the reactants needed to synthesize it. The reactants are: CC([PH+](C(C)(C)C)CCCS([O-])(=O)=O)(C)C.[Cl:17][C:18]1[CH:19]=[C:20](B(O)O)[CH:21]=[N:22][CH:23]=1.Br[C:28]1[CH:29]=[CH:30][C:31]2[O:42][C:41]3([CH2:47][CH2:46][CH:45]([O:48][CH3:49])[CH2:44][CH2:43]3)[C:34]3([N:38]=[C:37]([NH2:39])[C:36]([CH3:40])=[N:35]3)[C:32]=2[CH:33]=1.CC1CCCO1.C([O-])([O-])=O.[K+].[K+].